From a dataset of Full USPTO retrosynthesis dataset with 1.9M reactions from patents (1976-2016). Predict the reactants needed to synthesize the given product. (1) Given the product [Br:1][C:2]1[N:7]=[C:6]2[N:8]([CH2:9][CH2:10][CH2:11][N:12]3[CH2:17][CH2:16][CH2:15][CH2:14][CH2:13]3)[C:28]([NH:27][C:24]3[CH:25]=[CH:26][C:21]([O:20][CH3:19])=[CH:22][CH:23]=3)=[N:18][C:5]2=[CH:4][CH:3]=1, predict the reactants needed to synthesize it. The reactants are: [Br:1][C:2]1[N:7]=[C:6]([NH:8][CH2:9][CH2:10][CH2:11][N:12]2[CH2:17][CH2:16][CH2:15][CH2:14][CH2:13]2)[C:5]([NH2:18])=[CH:4][CH:3]=1.[CH3:19][O:20][C:21]1[CH:26]=[CH:25][C:24]([N:27]=[C:28]=S)=[CH:23][CH:22]=1.C(=O)(O)[O-].[Na+]. (2) Given the product [CH2:6]([O:5][P:4](/[CH:9]=[CH:10]/[C:11](=[CH2:22])[CH2:12][CH2:13][OH:14])(=[O:8])[O:3][CH2:1][CH3:2])[CH3:7], predict the reactants needed to synthesize it. The reactants are: [CH2:1]([O:3][P:4](/[CH:9]=[CH:10]/[C:11](=[CH2:22])[CH2:12][CH2:13][O:14][Si](C(C)(C)C)(C)C)(=[O:8])[O:5][CH2:6][CH3:7])[CH3:2].[F-].C([N+](CCCC)(CCCC)CCCC)CCC.O1CCCC1.